This data is from Full USPTO retrosynthesis dataset with 1.9M reactions from patents (1976-2016). The task is: Predict the reactants needed to synthesize the given product. (1) Given the product [Br:1][C:2]1[CH:3]=[C:4]([CH:29]=[CH:30][C:31]=1[CH3:32])[CH2:5][C@@H:6]([C:25]([OH:27])=[O:26])[NH:7][C:8]([C@H:10]1[CH2:11][CH2:12][C@H:13]([CH2:16][NH:17][C:18]([O:20][C:21]([CH3:22])([CH3:23])[CH3:24])=[O:19])[CH2:14][CH2:15]1)=[O:9], predict the reactants needed to synthesize it. The reactants are: [Br:1][C:2]1[CH:3]=[C:4]([CH:29]=[CH:30][C:31]=1[CH3:32])[CH2:5][C@@H:6]([C:25]([O:27]C)=[O:26])[NH:7][C:8]([C@H:10]1[CH2:15][CH2:14][C@H:13]([CH2:16][NH:17][C:18]([O:20][C:21]([CH3:24])([CH3:23])[CH3:22])=[O:19])[CH2:12][CH2:11]1)=[O:9].[OH-].[Na+]. (2) Given the product [Cl:17][C:12]1[CH:11]=[C:10]([CH:9]2[O:8][CH2:7][CH2:6][N:5]([C:18]([O:20][C:21]([CH3:24])([CH3:23])[CH3:22])=[O:19])[CH2:4][CH:3]2[CH2:2][NH:1][S:33](=[O:35])(=[O:34])[NH2:32])[CH:15]=[CH:14][C:13]=1[Cl:16], predict the reactants needed to synthesize it. The reactants are: [NH2:1][CH2:2][CH:3]1[CH:9]([C:10]2[CH:15]=[CH:14][C:13]([Cl:16])=[C:12]([Cl:17])[CH:11]=2)[O:8][CH2:7][CH2:6][N:5]([C:18]([O:20][C:21]([CH3:24])([CH3:23])[CH3:22])=[O:19])[CH2:4]1.C(OC([N-:32][S:33](N1C=CC(=[N+](C)C)C=C1)(=[O:35])=[O:34])=O)(C)(C)C.